Dataset: Full USPTO retrosynthesis dataset with 1.9M reactions from patents (1976-2016). Task: Predict the reactants needed to synthesize the given product. (1) Given the product [NH2:1][CH2:2][C@@H:3]1[C@H:8]([CH3:9])[CH2:7][CH2:6][CH2:5][N:4]1[C:10]([C:12]1[CH:17]=[C:16]([CH3:18])[CH:15]=[CH:14][C:13]=1[C:35]1[CH:40]=[CH:39][C:38]([CH3:41])=[CH:37][N:36]=1)=[O:11], predict the reactants needed to synthesize it. The reactants are: [NH2:1][CH2:2][C@@H:3]1[C@H:8]([CH3:9])[CH2:7][CH2:6][CH2:5][N:4]1[C:10]([C:12]1[CH:17]=[C:16]([CH3:18])[CH:15]=[CH:14][C:13]=1C1C=NN(C)C=1)=[O:11].CC1C=CC([C:35]2[CH:40]=[CH:39][C:38]([CH3:41])=[CH:37][N:36]=2)=C(C=1)C(O)=O. (2) The reactants are: Br[C:2]1[N:6]([CH3:7])[CH:5]=[N:4][C:3]=1[C:8]1[CH:13]=[C:12]([C:14]#[N:15])[CH:11]=[CH:10][N:9]=1.B(O)(O)[C:17]1[CH:18]=[CH:19][C:20]([CH3:23])=[CH:21][CH:22]=1. Given the product [CH3:7][N:6]1[C:2]([C:17]2[CH:22]=[CH:21][C:20]([CH3:23])=[CH:19][CH:18]=2)=[C:3]([C:8]2[CH:13]=[C:12]([C:14]#[N:15])[CH:11]=[CH:10][N:9]=2)[N:4]=[CH:5]1, predict the reactants needed to synthesize it. (3) Given the product [CH3:24][N:25]([CH3:36])[CH2:26][CH2:27][O:28][C:29]1[N:30]=[CH:31][C:32]([S:35][C:2]2[CH:7]=[C:6]([CH3:8])[C:5]([C:9]3[N:10]=[C:11]([NH:14][C:15](=[O:22])[C:16]4[CH:21]=[CH:20][N:19]=[CH:18][CH:17]=4)[S:12][CH:13]=3)=[C:4]([CH3:23])[CH:3]=2)=[N:33][CH:34]=1, predict the reactants needed to synthesize it. The reactants are: I[C:2]1[CH:7]=[C:6]([CH3:8])[C:5]([C:9]2[N:10]=[C:11]([NH:14][C:15](=[O:22])[C:16]3[CH:21]=[CH:20][N:19]=[CH:18][CH:17]=3)[S:12][CH:13]=2)=[C:4]([CH3:23])[CH:3]=1.[CH3:24][N:25]([CH3:36])[CH2:26][CH2:27][O:28][C:29]1[N:30]=[CH:31][C:32]([SH:35])=[N:33][CH:34]=1.C(=O)([O-])[O-].[K+].[K+].